From a dataset of Catalyst prediction with 721,799 reactions and 888 catalyst types from USPTO. Predict which catalyst facilitates the given reaction. (1) Reactant: [Cl:1][C:2]1[N:3]=[C:4](Cl)[C:5]2[CH:10]=[CH:9][NH:8][C:6]=2[N:7]=1.CCN(C(C)C)C(C)C.[NH2:21][C:22]1[CH:23]=[C:24]([CH:31]=[CH:32][CH:33]=1)[O:25][CH2:26][C:27]([NH:29][CH3:30])=[O:28]. Product: [Cl:1][C:2]1[N:3]=[C:4]([NH:21][C:22]2[CH:23]=[C:24]([CH:31]=[CH:32][CH:33]=2)[O:25][CH2:26][C:27]([NH:29][CH3:30])=[O:28])[C:5]2[CH:10]=[CH:9][NH:8][C:6]=2[N:7]=1. The catalyst class is: 197. (2) Reactant: [C:1](Cl)(=[O:4])[CH2:2][CH3:3].[NH:6]1[CH2:10][CH2:9][C@H:8]([OH:11])[CH2:7]1.CCN(CC)CC.C([O-])(O)=O.[Na+]. Product: [OH:11][C@H:8]1[CH2:9][CH2:10][N:6]([C:1](=[O:4])[CH2:2][CH3:3])[CH2:7]1. The catalyst class is: 6.